This data is from Peptide-MHC class I binding affinity with 185,985 pairs from IEDB/IMGT. The task is: Regression. Given a peptide amino acid sequence and an MHC pseudo amino acid sequence, predict their binding affinity value. This is MHC class I binding data. (1) The peptide sequence is HSNLNDTTY. The MHC is HLA-A02:03 with pseudo-sequence HLA-A02:03. The binding affinity (normalized) is 0.0847. (2) The peptide sequence is KSLYNTVCVIW. The MHC is Mamu-B52 with pseudo-sequence Mamu-B52. The binding affinity (normalized) is 0.495. (3) The peptide sequence is AETTVRLRA. The MHC is Patr-B2401 with pseudo-sequence Patr-B2401. The binding affinity (normalized) is 0. (4) The peptide sequence is LVKESMASL. The MHC is HLA-A02:06 with pseudo-sequence HLA-A02:06. The binding affinity (normalized) is 0.546. (5) The peptide sequence is VLQQNNSFII. The MHC is HLA-A68:02 with pseudo-sequence HLA-A68:02. The binding affinity (normalized) is 0.102. (6) The peptide sequence is ILYDTGSSW. The MHC is HLA-B27:05 with pseudo-sequence HLA-B27:05. The binding affinity (normalized) is 0.0847.